This data is from Full USPTO retrosynthesis dataset with 1.9M reactions from patents (1976-2016). The task is: Predict the reactants needed to synthesize the given product. (1) Given the product [CH:9](/[C:2]1[CH:3]=[C:4]([CH:7]=[O:8])[O:5][CH:6]=1)=[CH:10]/[CH3:11], predict the reactants needed to synthesize it. The reactants are: Br[C:2]1[CH:3]=[C:4]([CH:7]=[O:8])[O:5][CH:6]=1.[CH:9](/B(O)O)=[CH:10]/[CH3:11].C(C1OC(C=O)=CC=1)C1C=CC=CC=1. (2) Given the product [CH2:28]([N:25]1[CH2:24][CH2:23][N:22]([C:19]2[CH:18]=[CH:17][C:16]([NH:15]/[CH:14]=[C:5]3\[C:6](=[O:13])[NH:7][C:8](=[O:12])[C:9]4[C:4]\3=[CH:3][C:2]([I:1])=[CH:11][CH:10]=4)=[CH:21][CH:20]=2)[CH2:27][CH2:26]1)[CH3:29], predict the reactants needed to synthesize it. The reactants are: [I:1][C:2]1[CH:3]=[C:4]2[C:9](=[CH:10][CH:11]=1)[C:8](=[O:12])[NH:7][C:6](=[O:13])/[C:5]/2=[CH:14]\[NH:15][C:16]1[CH:21]=[CH:20][C:19]([N:22]2[CH2:27][CH2:26][NH:25][CH2:24][CH2:23]2)=[CH:18][CH:17]=1.[C:28](O[BH-](OC(=O)C)OC(=O)C)(=O)[CH3:29].[Na+].OCC(=O)C.C(O)(=O)C.C(=O)(O)[O-].[Na+]. (3) Given the product [CH:1]1([C:7]2[CH:8]=[C:9]([C:19]([NH:22][N:23]3[CH2:28][CH2:27][CH:26]([OH:29])[CH2:25][CH2:24]3)=[O:21])[CH:10]=[N:11][C:12]=2[O:13][CH2:14][C:15]([F:16])([F:18])[F:17])[CH2:2][CH2:3][CH2:4][CH2:5][CH2:6]1, predict the reactants needed to synthesize it. The reactants are: [CH:1]1([C:7]2[CH:8]=[C:9]([C:19]([OH:21])=O)[CH:10]=[N:11][C:12]=2[O:13][CH2:14][C:15]([F:18])([F:17])[F:16])[CH2:6][CH2:5][CH2:4][CH2:3][CH2:2]1.[NH2:22][N:23]1[CH2:28][CH2:27][CH:26]([OH:29])[CH2:25][CH2:24]1. (4) Given the product [CH:24]([O:23][CH2:22][CH2:21][CH2:20][N:16]1[C:17](=[O:19])[C:18]2[C:9]([CH2:8][C:5]3[CH:4]=[CH:3][C:2]([Cl:1])=[CH:7][CH:6]=3)=[C:10]([O:32][C:33]3[CH:34]=[N:35][CH:36]=[C:37]([C:39]([F:41])([F:42])[F:40])[CH:38]=3)[CH:11]=[N:12][C:13]=2[N:14]([CH3:31])[C:15]1=[O:30])=[O:25], predict the reactants needed to synthesize it. The reactants are: [Cl:1][C:2]1[CH:7]=[CH:6][C:5]([CH:8](O)[C:9]2[C:18]3[C:17](=[O:19])[N:16]([CH2:20][CH2:21][CH2:22][O:23][CH:24]4CCCC[O:25]4)[C:15](=[O:30])[N:14]([CH3:31])[C:13]=3[N:12]=[CH:11][C:10]=2[O:32][C:33]2[CH:34]=[N:35][CH:36]=[C:37]([C:39]([F:42])([F:41])[F:40])[CH:38]=2)=[CH:4][CH:3]=1. (5) Given the product [NH2:1][C:2](=[O:31])[C@@H:3]([NH:7][C:8]([C:10]1([CH2:22][C:23]2[CH:28]=[CH:27][CH:26]=[C:25]([O:29][CH3:30])[CH:24]=2)[CH2:14][CH2:13][CH2:12][N:11]1[C:15]([C@@H:17]1[CH2:21][CH2:20][CH2:19][N:18]1[C:75](=[O:76])[C@@H:74]([NH:73][C:71](=[O:72])[O:70][CH2:63][C:64]1[CH:69]=[CH:68][CH:67]=[CH:66][CH:65]=1)[C@H:78]([OH:80])[CH3:79])=[O:16])=[O:9])[C@H:4]([OH:6])[CH3:5], predict the reactants needed to synthesize it. The reactants are: [NH2:1][C:2](=[O:31])[C@@H:3]([NH:7][C:8]([C:10]1([CH2:22][C:23]2[CH:28]=[CH:27][CH:26]=[C:25]([O:29][CH3:30])[CH:24]=2)[CH2:14][CH2:13][CH2:12][N:11]1[C:15]([C@@H:17]1[CH2:21][CH2:20][CH2:19][NH:18]1)=[O:16])=[O:9])[C@H:4]([OH:6])[CH3:5].C1C=CC2N(O)N=NC=2C=1.CCN=C=NCCCN(C)C.Cl.CCN(C(C)C)C(C)C.[CH2:63]([O:70][C:71]([NH:73][C@@H:74]([C@H:78]([OH:80])[CH3:79])[C:75](O)=[O:76])=[O:72])[C:64]1[CH:69]=[CH:68][CH:67]=[CH:66][CH:65]=1. (6) Given the product [F:18][C:15]1[CH:16]=[CH:17][C:12]2[N:13]([C:9]([C:7]3[N:8]=[C:3]([N:2]([CH3:33])[CH3:1])[CH:4]=[C:5]([NH:19][C@@H:20]4[CH2:25][CH2:24][CH2:23][NH:22][CH2:21]4)[N:6]=3)=[CH:10][N:11]=2)[CH:14]=1, predict the reactants needed to synthesize it. The reactants are: [CH3:1][N:2]([CH3:33])[C:3]1[N:8]=[C:7]([C:9]2[N:13]3[CH:14]=[C:15]([F:18])[CH:16]=[CH:17][C:12]3=[N:11][CH:10]=2)[N:6]=[C:5]([NH:19][C@@H:20]2[CH2:25][CH2:24][CH2:23][N:22](C(OC(C)(C)C)=O)[CH2:21]2)[CH:4]=1.FC(F)(F)C(O)=O. (7) Given the product [CH2:21]([O:20][C:18](=[O:19])[C:17]1[CH:23]=[CH:24][C:25]([CH3:26])=[C:15]([S:5][Si:4]([CH:1]([CH3:3])[CH3:2])([CH:6]([CH3:8])[CH3:7])[CH:9]([CH3:11])[CH3:10])[CH:16]=1)[CH3:22], predict the reactants needed to synthesize it. The reactants are: [CH:1]([Si:4]([CH:9]([CH3:11])[CH3:10])([CH:6]([CH3:8])[CH3:7])[SH:5])([CH3:3])[CH3:2].[H-].[Na+].Br[C:15]1[CH:16]=[C:17]([CH:23]=[CH:24][C:25]=1[CH3:26])[C:18]([O:20][CH2:21][CH3:22])=[O:19].